This data is from Forward reaction prediction with 1.9M reactions from USPTO patents (1976-2016). The task is: Predict the product of the given reaction. Given the reactants [F:1][C:2]1[CH:7]=[CH:6][C:5]([SH:8])=[CH:4][CH:3]=1.[H-].[Na+].CS([C:14]1[N:15]([C:25]2[CH:30]=[CH:29][C:28]([O:31][CH2:32][C:33]([F:36])([F:35])[F:34])=[CH:27][CH:26]=2)[C:16](=[O:24])[C:17]2[CH2:22][C:21](=[O:23])[NH:20][C:18]=2[N:19]=1)=O.C(O)(=O)CC(CC(O)=O)(C(O)=O)O, predict the reaction product. The product is: [F:1][C:2]1[CH:7]=[CH:6][C:5]([S:8][C:14]2[N:15]([C:25]3[CH:26]=[CH:27][C:28]([O:31][CH2:32][C:33]([F:35])([F:34])[F:36])=[CH:29][CH:30]=3)[C:16](=[O:24])[C:17]3[CH2:22][C:21](=[O:23])[NH:20][C:18]=3[N:19]=2)=[CH:4][CH:3]=1.